Dataset: Catalyst prediction with 721,799 reactions and 888 catalyst types from USPTO. Task: Predict which catalyst facilitates the given reaction. Reactant: [CH3:1][C:2]1[CH:3]=[CH:4][C:5]([N+:11]([O-:13])=[O:12])=[C:6]([CH:10]=1)[C:7]([OH:9])=O.C(Cl)(=O)C(Cl)=O.[NH2:20][C:21]1[CH:26]=[CH:25][C:24]([Cl:27])=[CH:23][N:22]=1.N1C=CC=CC=1. Product: [Cl:27][C:24]1[CH:25]=[CH:26][C:21]([NH:20][C:7]([C:6]2[CH:10]=[C:2]([CH3:1])[CH:3]=[CH:4][C:5]=2[N+:11]([O-:13])=[O:12])=[O:9])=[N:22][CH:23]=1. The catalyst class is: 120.